Dataset: Reaction yield outcomes from USPTO patents with 853,638 reactions. Task: Predict the reaction yield, written as a fraction of the theoretical maximum amount of product (1.0 means a 100% yield; for example, 0.34 means a 34% yield). (1) The reactants are [CH3:1][C:2]1[O:6][N:5]=[C:4]([C:7]2[CH:12]=[CH:11][CH:10]=[CH:9][CH:8]=2)[C:3]=1[CH2:13][O:14][C:15]1[CH:23]=[CH:22][C:18]([C:19]([OH:21])=O)=[CH:17][N:16]=1.[NH2:24][CH:25]1[CH2:30][CH2:29][N:28]([CH2:31][C:32]2[CH:37]=[CH:36][CH:35]=[CH:34][CH:33]=2)[CH2:27][CH2:26]1. No catalyst specified. The product is [CH2:31]([N:28]1[CH2:29][CH2:30][CH:25]([NH:24][C:19](=[O:21])[C:18]2[CH:22]=[CH:23][C:15]([O:14][CH2:13][C:3]3[C:4]([C:7]4[CH:8]=[CH:9][CH:10]=[CH:11][CH:12]=4)=[N:5][O:6][C:2]=3[CH3:1])=[N:16][CH:17]=2)[CH2:26][CH2:27]1)[C:32]1[CH:33]=[CH:34][CH:35]=[CH:36][CH:37]=1. The yield is 0.770. (2) The reactants are [Cl:1][C:2]1[CH:3]=[C:4]([C@@H:12]([CH2:16][CH:17]2[CH2:22][CH2:21][C:20](=[O:23])[CH2:19][CH2:18]2)[C:13](O)=[O:14])[CH:5]=[CH:6][C:7]=1[S:8]([CH3:11])(=[O:10])=[O:9].C1(P(C2C=CC=CC=2)C2C=CC=CC=2)C=CC=CC=1.BrN1C(=O)CCC1=O.[NH2:51][C:52]1[CH:57]=[N:56][C:55]([Br:58])=[CH:54][N:53]=1.N1C(C)=CC=CC=1C. The catalyst is C(Cl)Cl. The product is [Br:58][C:55]1[N:56]=[CH:57][C:52]([NH:51][C:13](=[O:14])[C@@H:12]([C:4]2[CH:5]=[CH:6][C:7]([S:8]([CH3:11])(=[O:9])=[O:10])=[C:2]([Cl:1])[CH:3]=2)[CH2:16][CH:17]2[CH2:18][CH2:19][C:20](=[O:23])[CH2:21][CH2:22]2)=[N:53][CH:54]=1. The yield is 0.420. (3) The reactants are [Cl:1][C:2]1[C:11]([CH:12]([OH:14])[CH3:13])=[CH:10][C:9]2[C:4](=[CH:5][C:6]([F:15])=[CH:7][CH:8]=2)[N:3]=1. The catalyst is O=[Mn]=O.C1(C)C=CC=CC=1. The product is [Cl:1][C:2]1[C:11]([C:12](=[O:14])[CH3:13])=[CH:10][C:9]2[C:4](=[CH:5][C:6]([F:15])=[CH:7][CH:8]=2)[N:3]=1. The yield is 0.810. (4) The reactants are [C:1]([O:9][C:10]1([CH2:13][O:14]C2CCCCO2)[CH2:12][CH2:11]1)(=[O:8])[C:2]1[CH:7]=[CH:6][CH:5]=[CH:4][CH:3]=1.CC1C=CC(S([O-])(=O)=O)=CC=1.C1C=C[NH+]=CC=1. The catalyst is CO. The product is [C:1]([O:9][C:10]1([CH2:13][OH:14])[CH2:12][CH2:11]1)(=[O:8])[C:2]1[CH:7]=[CH:6][CH:5]=[CH:4][CH:3]=1. The yield is 0.870. (5) The reactants are [Cl:1][C:2]1[N:7]=[CH:6][C:5]([CH2:8][C:9]#[N:10])=[CH:4][CH:3]=1.[H-].[Na+].[CH3:13]I. The catalyst is O1CCCC1.O. The product is [Cl:1][C:2]1[N:7]=[CH:6][C:5]([CH:8]([CH3:13])[C:9]#[N:10])=[CH:4][CH:3]=1. The yield is 0.460. (6) The reactants are [C:1]1([CH2:7][NH:8][C:9]([CH:11]([C:17]([O:19]CC)=O)[C:12]([O:14][CH2:15][CH3:16])=[O:13])=[O:10])[CH:6]=[CH:5][CH:4]=[CH:3][CH:2]=1.[H-].[Na+].[Cl:24][C:25]1[CH:30]=[CH:29][C:28]([N:31]=[C:32]=[O:33])=[CH:27][CH:26]=1.Cl. The catalyst is O1CCCC1. The product is [Cl:24][C:25]1[CH:30]=[CH:29][C:28]([N:31]2[C:17]([OH:19])=[C:11]([C:12]([O:14][CH2:15][CH3:16])=[O:13])[C:9](=[O:10])[N:8]([CH2:7][C:1]3[CH:2]=[CH:3][CH:4]=[CH:5][CH:6]=3)[C:32]2=[O:33])=[CH:27][CH:26]=1. The yield is 0.560. (7) The yield is 0.910. The reactants are Br[C:2]1[N:7]=[C:6]2[N:8]([CH:11]([C:13]3[C:14]([F:24])=[C:15]4[C:20](=[CH:21][C:22]=3[F:23])[N:19]=[CH:18][CH:17]=[CH:16]4)[CH3:12])[N:9]=[N:10][C:5]2=[N:4][CH:3]=1.C([Sn](CCCC)(CCCC)[C:30]([O:32][CH2:33][CH3:34])=[CH2:31])CCC. The catalyst is CN(C=O)C.C1C=CC([P]([Pd]([P](C2C=CC=CC=2)(C2C=CC=CC=2)C2C=CC=CC=2)([P](C2C=CC=CC=2)(C2C=CC=CC=2)C2C=CC=CC=2)[P](C2C=CC=CC=2)(C2C=CC=CC=2)C2C=CC=CC=2)(C2C=CC=CC=2)C2C=CC=CC=2)=CC=1. The product is [CH2:33]([O:32][C:30]([C:2]1[N:7]=[C:6]2[N:8]([CH:11]([C:13]3[C:14]([F:24])=[C:15]4[C:20](=[CH:21][C:22]=3[F:23])[N:19]=[CH:18][CH:17]=[CH:16]4)[CH3:12])[N:9]=[N:10][C:5]2=[N:4][CH:3]=1)=[CH2:31])[CH3:34].